This data is from Reaction yield outcomes from USPTO patents with 853,638 reactions. The task is: Predict the reaction yield, written as a fraction of the theoretical maximum amount of product (1.0 means a 100% yield; for example, 0.34 means a 34% yield). The reactants are CCCC[N+](CCCC)(CCCC)CCCC.[F-].[N:19]([CH2:22][C@@H:23]([C:32]1[CH:41]=[CH:40][C:39]([O:42][CH2:43][C:44]2[CH:49]=[CH:48][CH:47]=[CH:46][CH:45]=2)=[C:38]2[C:33]=1[CH:34]=[CH:35][C:36](=[O:50])[NH:37]2)[O:24][Si](C(C)(C)C)(C)C)=[N+:20]=[N-:21]. The catalyst is C1COCC1. The product is [N:19]([CH2:22][C@@H:23]([C:32]1[CH:41]=[CH:40][C:39]([O:42][CH2:43][C:44]2[CH:49]=[CH:48][CH:47]=[CH:46][CH:45]=2)=[C:38]2[C:33]=1[CH:34]=[CH:35][C:36](=[O:50])[NH:37]2)[OH:24])=[N+:20]=[N-:21]. The yield is 0.920.